Dataset: Peptide-MHC class II binding affinity with 134,281 pairs from IEDB. Task: Regression. Given a peptide amino acid sequence and an MHC pseudo amino acid sequence, predict their binding affinity value. This is MHC class II binding data. (1) The peptide sequence is AFKVGATAANAAPAN. The MHC is DRB1_0901 with pseudo-sequence DRB1_0901. The binding affinity (normalized) is 0.526. (2) The peptide sequence is EIKSTKPEASSGEPVVVHIT. The MHC is DRB1_1201 with pseudo-sequence DRB1_1201. The binding affinity (normalized) is 0. (3) The peptide sequence is IDGKSRKECPFSNRV. The MHC is DRB1_0404 with pseudo-sequence DRB1_0404. The binding affinity (normalized) is 0.210. (4) The peptide sequence is VLGLPAIKAWVAKRP. The MHC is DRB1_1201 with pseudo-sequence DRB1_1201. The binding affinity (normalized) is 0.401. (5) The peptide sequence is VCGMFTNRSGSQQ. The MHC is DRB1_0405 with pseudo-sequence DRB1_0405. The binding affinity (normalized) is 0.226. (6) The peptide sequence is AALDAQAVELTARLN. The MHC is HLA-DQA10301-DQB10302 with pseudo-sequence HLA-DQA10301-DQB10302. The binding affinity (normalized) is 0.448. (7) The peptide sequence is AFKLAATAANAAPAN. The MHC is DRB1_0802 with pseudo-sequence DRB1_0802. The binding affinity (normalized) is 0.813. (8) The peptide sequence is EKKYFAATQFEPFAA. The MHC is HLA-DPA10103-DPB10401 with pseudo-sequence HLA-DPA10103-DPB10401. The binding affinity (normalized) is 0.969. (9) The peptide sequence is MEALTFKACDHIM. The MHC is DRB1_1501 with pseudo-sequence DRB1_1501. The binding affinity (normalized) is 0.0879. (10) The peptide sequence is NLRLKGVTCRLFRQQ. The MHC is H-2-IAb with pseudo-sequence H-2-IAb. The binding affinity (normalized) is 0.0567.